From a dataset of Retrosynthesis with 50K atom-mapped reactions and 10 reaction types from USPTO. Predict the reactants needed to synthesize the given product. (1) Given the product CC1=C(CC[C@@H](C)C=O)C(C)(C)CCC1, predict the reactants needed to synthesize it. The reactants are: CC1=C(CC[C@@H](C)CO)C(C)(C)CCC1. (2) The reactants are: COc1cc2ncnc(Cl)c2cc1OC.Nc1ccc(Cl)c(O)c1. Given the product COc1cc2ncnc(Nc3ccc(Cl)c(O)c3)c2cc1OC, predict the reactants needed to synthesize it. (3) Given the product CCCc1c(OCCCBr)ccc2c(CC(C)(C)C)noc12, predict the reactants needed to synthesize it. The reactants are: BrCCCBr.CCCc1c(O)ccc2c(CC(C)(C)C)noc12. (4) Given the product COc1ccc([C@@H]2CCCC[C@@H]2N)cc1OC, predict the reactants needed to synthesize it. The reactants are: COc1ccc([C@@H]2CCCC[C@@H]2[N+](=O)[O-])cc1OC.